From a dataset of Forward reaction prediction with 1.9M reactions from USPTO patents (1976-2016). Predict the product of the given reaction. (1) Given the reactants [F:1][C:2]1[CH:10]=[C:9]2[C:5]([C:6]([C:11]3[CH:12]=[CH:13][C:14]([N:17]4[CH2:22][CH2:21][CH:20]([NH:23][S:24]([CH:27]=[CH2:28])(=[O:26])=[O:25])[CH2:19][CH2:18]4)=[N:15][CH:16]=3)=[CH:7][NH:8]2)=[CH:4][CH:3]=1.[NH:29]1[CH2:34][CH2:33][O:32][CH2:31][CH2:30]1, predict the reaction product. The product is: [F:1][C:2]1[CH:10]=[C:9]2[C:5]([C:6]([C:11]3[CH:12]=[CH:13][C:14]([N:17]4[CH2:22][CH2:21][CH:20]([NH:23][S:24]([CH2:27][CH2:28][N:29]5[CH2:34][CH2:33][O:32][CH2:31][CH2:30]5)(=[O:26])=[O:25])[CH2:19][CH2:18]4)=[N:15][CH:16]=3)=[CH:7][NH:8]2)=[CH:4][CH:3]=1. (2) Given the reactants [F:1][C:2]1[CH:7]=[C:6]([F:8])[CH:5]=[CH:4][C:3]=1[C@@:9]([NH:20][S@@](C(C)(C)C)=O)([CH2:11][C@@H:12]([OH:19])[C:13]1[C:14]([CH3:18])=[N:15][O:16][CH:17]=1)[CH3:10].Cl.O1CCOCC1, predict the reaction product. The product is: [NH4+:15].[OH-:16].[NH2:20][C@@:9]([C:3]1[CH:4]=[CH:5][C:6]([F:8])=[CH:7][C:2]=1[F:1])([CH3:10])[CH2:11][C@H:12]([C:13]1[C:14]([CH3:18])=[N:15][O:16][CH:17]=1)[OH:19]. (3) Given the reactants [CH3:1][N:2]([CH3:33])[C@H:3]1[CH2:8][CH2:7][C@H:6]([N:9]([CH2:31][CH3:32])[C:10]2[C:11]([CH3:30])=[C:12]([C:27]([OH:29])=O)[CH:13]=[C:14]([C:16]3[CH:21]=[CH:20][C:19]([O:22][CH2:23][CH2:24][O:25][CH3:26])=[CH:18][CH:17]=3)[CH:15]=2)[CH2:5][CH2:4]1.[CH2:34]([N:36](CC)CC)[CH3:35].C1CN([P+](ON2N=[N:65][C:60]3[CH:61]=[CH:62][CH:63]=[CH:64][C:59]2=3)(N2CCCC2)N2CCCC2)CC1.F[P-](F)(F)(F)(F)F.CS(C)=[O:76], predict the reaction product. The product is: [CH3:35][C:34]1[NH:36][C:64]([CH3:59])=[CH:63][C:62](=[O:76])[C:61]=1[CH2:60][NH:65][C:27]([C:12]1[CH:13]=[C:14]([C:16]2[CH:21]=[CH:20][C:19]([O:22][CH2:23][CH2:24][O:25][CH3:26])=[CH:18][CH:17]=2)[CH:15]=[C:10]([N:9]([C@H:6]2[CH2:7][CH2:8][C@H:3]([N:2]([CH3:33])[CH3:1])[CH2:4][CH2:5]2)[CH2:31][CH3:32])[C:11]=1[CH3:30])=[O:29].